This data is from Forward reaction prediction with 1.9M reactions from USPTO patents (1976-2016). The task is: Predict the product of the given reaction. The product is: [Cl:22][CH2:21][CH2:20][CH2:19][O:1][C:2]1[CH:3]=[CH:4][C:5]([CH2:8][C:9](=[O:11])[CH3:10])=[CH:6][CH:7]=1. Given the reactants [OH:1][C:2]1[CH:7]=[CH:6][C:5]([CH2:8][C:9](=[O:11])[CH3:10])=[CH:4][CH:3]=1.C(=O)([O-])[O-].[K+].[K+].Br[CH2:19][CH2:20][CH2:21][Cl:22], predict the reaction product.